The task is: Predict the reactants needed to synthesize the given product.. This data is from Full USPTO retrosynthesis dataset with 1.9M reactions from patents (1976-2016). Given the product [N:30]1[NH:38][N:39]=[N:40][C:29]=1[CH2:28][CH:25]1[CH2:24][CH2:23][CH:22]([C:19]2[CH:20]=[CH:21][C:16]([C:13]3[N:14]=[N:15][C:10]([NH:9][C:6]4[CH:7]=[N:8][C:3]([C:2]([F:1])([F:31])[F:32])=[CH:4][CH:5]=4)=[CH:11][CH:12]=3)=[CH:17][CH:18]=2)[CH2:27][CH2:26]1, predict the reactants needed to synthesize it. The reactants are: [F:1][C:2]([F:32])([F:31])[C:3]1[N:8]=[CH:7][C:6]([NH:9][C:10]2[N:15]=[N:14][C:13]([C:16]3[CH:21]=[CH:20][C:19]([CH:22]4[CH2:27][CH2:26][CH:25]([CH2:28][C:29]#[N:30])[CH2:24][CH2:23]4)=[CH:18][CH:17]=3)=[CH:12][CH:11]=2)=[CH:5][CH:4]=1.CN(C=O)C.[N-:38]=[N+:39]=[N-:40].[Na+].[Cl-].[NH4+].